Dataset: Catalyst prediction with 721,799 reactions and 888 catalyst types from USPTO. Task: Predict which catalyst facilitates the given reaction. (1) Product: [Cl:46][C:47]1[N:48]=[C:49]([CH:55]2[CH2:56][CH2:57]2)[NH:50][C:51]=1[C:52]([NH:33][CH2:32][C:29]1[CH:30]=[CH:31][C:26]([Cl:25])=[C:27]([O:35][C:36]2[C:45]3[C:40](=[CH:41][CH:42]=[CH:43][CH:44]=3)[CH:39]=[CH:38][CH:37]=2)[C:28]=1[F:34])=[O:53]. Reactant: CN(C(ON1N=NC2C=CC=NC1=2)=[N+](C)C)C.F[P-](F)(F)(F)(F)F.[Cl:25][C:26]1[CH:31]=[CH:30][C:29]([CH2:32][NH2:33])=[C:28]([F:34])[C:27]=1[O:35][C:36]1[C:45]2[C:40](=[CH:41][CH:42]=[CH:43][CH:44]=2)[CH:39]=[CH:38][CH:37]=1.[Cl:46][C:47]1[N:48]=[C:49]([CH:55]2[CH2:57][CH2:56]2)[NH:50][C:51]=1[C:52](O)=[O:53].C(N(C(C)C)CC)(C)C. The catalyst class is: 3. (2) Reactant: Cl[C:2]1[C:3]2[C:4](=[C:8]([C:18]3[CH:23]=[CH:22][C:21]([Cl:24])=[CH:20][CH:19]=3)[N:9]([C:11]3[CH:16]=[CH:15][CH:14]=[CH:13][C:12]=3[Cl:17])[N:10]=2)[N:5]=[CH:6][N:7]=1.[NH:25]1[CH2:29][CH2:28][CH2:27][CH2:26]1.C(OCC)(=O)C.CCCCCC. Product: [Cl:24][C:21]1[CH:20]=[CH:19][C:18]([C:8]2[N:9]([C:11]3[CH:16]=[CH:15][CH:14]=[CH:13][C:12]=3[Cl:17])[N:10]=[C:3]3[C:2]([N:25]4[CH2:29][CH2:28][CH2:27][CH2:26]4)=[N:7][CH:6]=[N:5][C:4]=23)=[CH:23][CH:22]=1. The catalyst class is: 8. (3) Reactant: [C:1]([NH:4][C:5]1[S:6][C:7]2[C:12]([N:13]=1)=[CH:11][C:10]([C:14]1[CH:15]=[CH:16][C:17]3[O:23][CH2:22][CH2:21][N:20](C(OC(C)(C)C)=O)[CH2:19][C:18]=3[CH:31]=1)=[CH:9][N:8]=2)(=[O:3])[CH3:2].[ClH:32]. Product: [ClH:32].[O:23]1[C:17]2[CH:16]=[CH:15][C:14]([C:10]3[CH:11]=[C:12]4[N:13]=[C:5]([NH:4][C:1](=[O:3])[CH3:2])[S:6][C:7]4=[N:8][CH:9]=3)=[CH:31][C:18]=2[CH2:19][NH:20][CH2:21][CH2:22]1. The catalyst class is: 8. (4) Reactant: [C:1]([N:5]([CH2:37][C:38]([O:40][CH2:41][CH3:42])=[O:39])[NH:6][C:7]1[C:12]([F:13])=[CH:11][N:10]=[C:9]([C:14]2[C:22]3[C:17](=[N:18][CH:19]=[C:20]([C:23]([F:26])([F:25])[F:24])[CH:21]=3)[N:16](S(C3C=CC(C)=CC=3)(=O)=O)[CH:15]=2)[N:8]=1)([CH3:4])([CH3:3])[CH3:2].[F-].C([N+](CCCC)(CCCC)CCCC)CCC.CCOC(C)=O. Product: [C:1]([N:5]([CH2:37][C:38]([O:40][CH2:41][CH3:42])=[O:39])[NH:6][C:7]1[C:12]([F:13])=[CH:11][N:10]=[C:9]([C:14]2[C:22]3[C:17](=[N:18][CH:19]=[C:20]([C:23]([F:26])([F:24])[F:25])[CH:21]=3)[NH:16][CH:15]=2)[N:8]=1)([CH3:4])([CH3:3])[CH3:2]. The catalyst class is: 220. (5) Product: [C:36]([C:35]1[C:25]([N:23]2[CH2:22][CH:21]([C:19](=[O:20])[NH:18][S:15]([CH2:14][C:13]3[CH:41]=[CH:42][C:10]([CH2:9][OH:8])=[CH:11][CH:12]=3)(=[O:17])=[O:16])[CH2:24]2)=[N:26][C:27]([CH:38]([F:39])[F:40])=[C:28]([CH:34]=1)[C:29]([O:31][CH2:32][CH3:33])=[O:30])#[N:37]. The catalyst class is: 67. Reactant: [Si]([O:8][CH2:9][C:10]1[CH:42]=[CH:41][C:13]([CH2:14][S:15]([NH:18][C:19]([CH:21]2[CH2:24][N:23]([C:25]3[C:35]([C:36]#[N:37])=[CH:34][C:28]([C:29]([O:31][CH2:32][CH3:33])=[O:30])=[C:27]([CH:38]([F:40])[F:39])[N:26]=3)[CH2:22]2)=[O:20])(=[O:17])=[O:16])=[CH:12][CH:11]=1)(C(C)(C)C)(C)C. (6) Reactant: [Cl:1][C:2]1[C:3]([O:19][CH3:20])=[C:4]([N:8]2[CH2:13][CH2:12][N:11]([CH2:14][CH2:15][CH2:16][C:17]#[N:18])[CH2:10][CH2:9]2)[CH:5]=[CH:6][CH:7]=1.[H-].[H-].[H-].[H-].[Li+].[Al+3].C([O-])(O)=O.[Na+]. Product: [Cl:1][C:2]1[C:3]([O:19][CH3:20])=[C:4]([N:8]2[CH2:13][CH2:12][N:11]([CH2:14][CH2:15][CH2:16][CH2:17][NH2:18])[CH2:10][CH2:9]2)[CH:5]=[CH:6][CH:7]=1. The catalyst class is: 27.